The task is: Regression/Classification. Given a drug SMILES string, predict its absorption, distribution, metabolism, or excretion properties. Task type varies by dataset: regression for continuous measurements (e.g., permeability, clearance, half-life) or binary classification for categorical outcomes (e.g., BBB penetration, CYP inhibition). For this dataset (half_life_obach), we predict log10(half-life) (log10 of half-life in hours).. This data is from Drug half-life prediction data from Obach et al.. (1) The drug is O=c1ncnc2[nH][nH]cc1-2. The log10(half-life) is -0.100. (2) The molecule is CC(C)(C)NCC(O)COc1ccc(NC(=O)NC2CCCCC2)cc1. The log10(half-life) is 1.04. (3) The compound is Cc1ccc(C(=O)c2cc(O)c(O)c([N+](=O)[O-])c2)cc1. The log10(half-life) is 0.0400. (4) The drug is CN(CCOc1ccc(CC2SC(=O)NC2=O)cc1)c1ccccn1. The log10(half-life) is 0.590. (5) The compound is O=C(CCCN1CCC(O)(c2ccc(Cl)cc2)CC1)c1ccc(F)cc1. The log10(half-life) is 1.54.